This data is from Full USPTO retrosynthesis dataset with 1.9M reactions from patents (1976-2016). The task is: Predict the reactants needed to synthesize the given product. (1) Given the product [CH2:4]([N:11]1[CH2:15][CH2:14][C:13]([CH2:19][NH2:20])([CH2:16][O:17][CH3:18])[CH2:12]1)[C:5]1[CH:6]=[CH:7][CH:8]=[CH:9][CH:10]=1, predict the reactants needed to synthesize it. The reactants are: O.NN.[CH2:4]([N:11]1[CH2:15][CH2:14][C:13]([CH2:19][N:20]2C(=O)C3C(=CC=CC=3)C2=O)([CH2:16][O:17][CH3:18])[CH2:12]1)[C:5]1[CH:10]=[CH:9][CH:8]=[CH:7][CH:6]=1.Cl. (2) Given the product [C:24]([O:28][C:29]([NH:1][C@H:2]([C:7]1[CH:8]=[CH:9][C:10]([OH:13])=[CH:11][CH:12]=1)[C:3]([O:5][CH3:6])=[O:4])=[O:30])([CH3:27])([CH3:26])[CH3:25], predict the reactants needed to synthesize it. The reactants are: [NH2:1][C@H:2]([C:7]1[CH:12]=[CH:11][C:10]([OH:13])=[CH:9][CH:8]=1)[C:3]([O:5][CH3:6])=[O:4].Cl.C(N(CC)C(C)C)(C)C.[C:24]([O:28][C:29](O[C:29]([O:28][C:24]([CH3:27])([CH3:26])[CH3:25])=[O:30])=[O:30])([CH3:27])([CH3:26])[CH3:25]. (3) Given the product [N:13]1[CH:14]=[CH:15][CH:16]=[C:17]([C:18]2[CH:22]=[CH:23][N:27]=[C:25]([NH:24][C:28]3[CH:29]=[CH:30][C:31]([C:32]([OH:34])=[O:33])=[CH:35][CH:36]=3)[CH:19]=2)[CH:9]=1, predict the reactants needed to synthesize it. The reactants are: N1C=CN=CC=1C1C=CN=[C:9]([NH:13][CH2:14][C:15]2[CH:23]=[CH:22][C:18]([C:19](O)=O)=[CH:17][CH:16]=2)N=1.[NH:24]([C:28]1[CH:36]=[CH:35][C:31]([C:32]([OH:34])=[O:33])=[CH:30][CH:29]=1)[C:25]([NH2:27])=N.CN(/C=C/C(C1C=NC=CN=1)=O)C.CN(C)/C=C/C(C1C=NC=CC=1)=O. (4) Given the product [C:1]([C@H:4]1[NH:14][C:13](=[O:15])[C@H:12]([CH2:16][C:17]([F:20])([CH3:19])[CH3:18])[NH:11][C@@:10]([C:25]2[CH:30]=[CH:29][C:28]([Br:31])=[CH:27][CH:26]=2)([C:21]([F:22])([F:24])[F:23])[C:9]#[C:8][CH2:7][S:6](=[O:45])(=[O:43])[CH2:5]1)(=[O:3])[CH3:2], predict the reactants needed to synthesize it. The reactants are: [C:1]([C@H:4]1[NH:14][C:13](=[O:15])[C@H:12]([CH2:16][C:17]([F:20])([CH3:19])[CH3:18])[NH:11][C@@:10]([C:25]2[CH:30]=[CH:29][C:28]([Br:31])=[CH:27][CH:26]=2)([C:21]([F:24])([F:23])[F:22])[C:9]#[C:8][CH2:7][S:6][CH2:5]1)(=[O:3])[CH3:2].ClC1C=C(C=CC=1)C(OO)=O.[OH-:43].[Ca+2].[OH-:45]. (5) Given the product [CH3:1][CH:2]1[CH2:4][N:3]1[CH2:15][C:16]([O:18][CH2:19][CH3:20])=[O:17], predict the reactants needed to synthesize it. The reactants are: [CH3:1][CH:2]1[CH2:4][NH:3]1.C(N(CC)C(C)C)(C)C.Br[CH2:15][C:16]([O:18][CH2:19][CH3:20])=[O:17]. (6) Given the product [Cl:1][C:2]1[CH:29]=[CH:28][C:27]([C:30]#[N:31])=[CH:26][C:3]=1[O:4][C:5]1[N:17]=[C:16]([C:18]2[CH:23]=[C:22]([F:24])[CH:21]=[C:20]([F:25])[CH:19]=2)[CH:15]=[CH:14][C:6]=1[C:7]([OH:9])=[O:8], predict the reactants needed to synthesize it. The reactants are: [Cl:1][C:2]1[CH:29]=[CH:28][C:27]([C:30]#[N:31])=[CH:26][C:3]=1[O:4][C:5]1[N:17]=[C:16]([C:18]2[CH:23]=[C:22]([F:24])[CH:21]=[C:20]([F:25])[CH:19]=2)[CH:15]=[CH:14][C:6]=1[C:7]([O:9]C(C)(C)C)=[O:8].